Dataset: Reaction yield outcomes from USPTO patents with 853,638 reactions. Task: Predict the reaction yield, written as a fraction of the theoretical maximum amount of product (1.0 means a 100% yield; for example, 0.34 means a 34% yield). (1) The reactants are [Cl:1][C:2]1[CH:7]=[CH:6][C:5]([NH:8][C:9]2([NH2:15])C=CN=[CH:11][NH:10]2)=[CH:4][C:3]=1[OH:16].[C:17]([O-])([O-])=O.[Cs+].[Cs+].Br[CH2:24][CH:25]=[C:26]([CH3:28])[CH3:27].[CH3:29][C:30](C)=O. No catalyst specified. The product is [Cl:1][C:2]1[CH:7]=[CH:6][C:5]([NH:8][C:9]2[N:10]=[C:11]([CH3:17])[CH:30]=[CH:29][N:15]=2)=[CH:4][C:3]=1[O:16][CH2:24][CH:25]=[C:26]([CH3:28])[CH3:27]. The yield is 0.450. (2) The reactants are [NH2:1][C:2]1[C:3]([NH:20][CH2:21][CH2:22][CH2:23][CH2:24][CH2:25][OH:26])=[C:4]([NH:8][C:9]([NH:11][C:12]2[CH:17]=[CH:16][C:15]([Cl:18])=[CH:14][C:13]=2[Cl:19])=S)[CH:5]=[CH:6][CH:7]=1.Cl.C(N=C=NCCCN(C)C)C. The catalyst is O1CCCC1.C(OCC)(=O)C. The product is [NH2:1][C:2]1[C:3]2[N:20]([CH2:21][CH2:22][CH2:23][CH2:24][CH2:25][OH:26])[C:9]([NH:11][C:12]3[CH:17]=[CH:16][C:15]([Cl:18])=[CH:14][C:13]=3[Cl:19])=[N:8][C:4]=2[CH:5]=[CH:6][CH:7]=1. The yield is 0.610. (3) The reactants are [O:1]1[C:5]2[CH:6]=[CH:7][CH:8]=[CH:9][C:4]=2[CH:3]=[C:2]1[C:10]([CH:12]1[CH2:17][CH2:16][CH2:15][CH2:14][N:13]1C(OC(C)(C)C)=O)=[O:11]. The catalyst is FC(F)(F)C(O)=O.ClCCl. The product is [O:1]1[C:5]2[CH:6]=[CH:7][CH:8]=[CH:9][C:4]=2[CH:3]=[C:2]1[C:10]([CH:12]1[CH2:17][CH2:16][CH2:15][CH2:14][NH:13]1)=[O:11]. The yield is 0.990. (4) The reactants are [NH2:1][C:2]1[N:3]=[N:4][C:5]([Cl:8])=[CH:6][CH:7]=1.Br[CH2:10][CH:11]=O. The catalyst is C(O)CCC. The product is [Cl:8][C:5]1[CH:6]=[CH:7][C:2]2[N:3]([CH:10]=[CH:11][N:1]=2)[N:4]=1. The yield is 0.400.